This data is from Experimentally validated miRNA-target interactions with 360,000+ pairs, plus equal number of negative samples. The task is: Binary Classification. Given a miRNA mature sequence and a target amino acid sequence, predict their likelihood of interaction. (1) The miRNA is hsa-miR-183-3p with sequence GUGAAUUACCGAAGGGCCAUAA. The protein sequence of the target gene is MDNAVDGLDKASIANSDGPTAGSQTPPFKRKGKLSTIGKIFKPWKWRKKKTSDKFRETSAVLERKISTRQSREELIRRGVLKELPDQDGDVTVNFENSNGHMIPIGEESTREENVVKSEEGNGSVSEKTPPLEEQAEDKKENTENHSETPAAPALPPSAPPKPRPKPKPKKSPVPPKGATAGASHKGDEVPPIKKNTKAPGKQAPVPPPKPASRNTTREAAGSSHSKKTTGSKASASPSTSSTSSRPKASKETVSSKAGTVGTTKGKRKTDKQPITSHLSSDTTTSGTSDLKGEPAETRV.... Result: 1 (interaction). (2) Result: 1 (interaction). The miRNA is hsa-miR-4328 with sequence CCAGUUUUCCCAGGAUU. The protein sequence of the target gene is MALRELKVCLLGDTGVGKSSIVWRFVEDSFDPNINPTIGASFMTKTVQYQNELHKFLIWDTAGQERFRALAPMYYRGSAAAIIVYDITKEETFSTLKNWVKELRQHGPPNIVVAIAGNKCDLIDVREVMERDAKDYADSIHAIFVETSAKNAININELFIEISRRIPSTDANLPSGGKGFKLRRQPSEPKRSCC. (3) The miRNA is hsa-miR-129-1-3p with sequence AAGCCCUUACCCCAAAAAGUAU. The protein sequence of the target gene is MMADEEEEVKPILQKLQELVDQLYSFRDCYFETHSVEDAGRKQQDVQKEMEKTLQQMEEVVGSVQGKAQVLMLTGKALNVTPDYSPKAEELLSKAVKLEPELVEAWNQLGEVYWKKGDVAAAHTCFSGALTHCRNKVSLQNLSMVLRQLRTDTEDEHSHHVMDSVRQAKLAVQMDVHDGRSWYILGNSYLSLYFSTGQNPKISQQALSAYAQAEKVDRKASSNPDLHLNRATLHKYEESYGEALEGFSRAAALDPAWPEPRQREQQLLEFLDRLTSLLESKGKVKTKKLQSMLGSLRPAH.... Result: 0 (no interaction). (4) The miRNA is mmu-miR-6964-3p with sequence UUUCUUGUCUUCCACUCUAG. The protein sequence of the target gene is MVAKDYPFYLTVKRANCSLEAPLGSGVAKDEEPSNKRVKPLSRVTSLANLIPPVKTTPLKRFSQTLQRSISFRSESRPDILAPRAWSRNATSSSTKRRDSKLWSETFDVCVNQVLTAKEIKRQEAIFELSQGEEDLIEDLKLAKKAYHDPMLKLSIMTEQELNQIFGTLDSLIPLHEELLSQLRDVRKPDGSTEHVGPILVGWLPCLSSYDSYCSNQVAAKALLDHKKQDHRVQDFLQRCLESPFSRKLDLWNFLDIPRSRLVKYPLLLREILRHTPNDNPDQQHLEEAINIIQGIVAEI.... Result: 0 (no interaction). (5) The miRNA is mmu-miR-101a-3p with sequence UACAGUACUGUGAUAACUGAA. The protein sequence of the target gene is MVMEVGILDAGGLRALLREGAAQCLLLDCRSFFAFNAGHIAGSVNVRFSTIVRRRAKGAMGLEHIVPNAELRGRLLAGAYHAVVLLDERSASLDGAKRDGTLALAAGALCREARSTQVFFLQGGYEAFSASCPELCSKQSTPTGLSLPLSTSVPDSAESGCSSCSTPLYDQGGPVEILSFLYLGSAYHASRKDMLDALGITALINVSANCPNHFEGHYQYKSIPVEDNHKADISSWFNEAIDFIDSIKDAGGRVFVHCQAGISRSATICLAYLMRTNRVKLDEAFEFVKQRRSIISPNFS.... Result: 1 (interaction). (6) The miRNA is hsa-miR-216a-3p with sequence UCACAGUGGUCUCUGGGAUUAU. The protein sequence of the target gene is MAGRHQNRSFPLPGVQSSGQVHAFGNCSDSDILEEDAEVYELRSRGKEKVRRSTSRDRLDDIIVLTKDIQEGDTLNAIALQYCCTVADIKRVNNLISDQDFFALRSIKIPVKKFSSLTETLCPPKGRQTSRHSSVQYSSEQQEILPANDSLAYSDSAGSFLKEVDRDIEQIVKCTDNKRENLNEVVSALTAQQMRFEPDNKNTQRKDPYYGADWGIGWWTAVVIMLIVGIITPVFYLLYYEILAKVDVSHHSTVDSSHLHSKITPPSQQREMENGIVPTKGIHFSQQDDHKLYSQDSQSP.... Result: 1 (interaction). (7) The miRNA is hsa-miR-6085 with sequence AAGGGGCUGGGGGAGCACA. The protein sequence of the target gene is MPPAAPARLALALGLGLWLGALAGGPGRGCGPCEPPCLCGPAPGAACRVNCSGRGLRTLGPALRIPADATALDVSHNLLRALDVGLLANLSALAELDISNNKISTLEEGIFANLFNLSEINLSGNPFECDCGLAWLPRWAEEQQVRVVQPEAATCAGPGSLAGQPLLGIPLLDSGCGEEYVACLPDNSSGTVAAVSFSAAHEGLLQPEACSAFCFSTGQGLAALSEQGWCLCGAAQPSSASFACLSLCSGPPPPPAPTCRGPTLLQHVFPASPGATLVGPHGPLASGQLAAFHIAAPLPV.... Result: 1 (interaction).